From a dataset of Catalyst prediction with 721,799 reactions and 888 catalyst types from USPTO. Predict which catalyst facilitates the given reaction. Reactant: [Br:1][C:2]1[C:3]([F:15])=[C:4]([N+:12]([O-:14])=[O:13])[C:5](O)=[C:6]([CH:10]=1)[C:7]([OH:9])=[O:8].[C:16](=O)([O-])[O-].[K+].[K+].S([O:27][CH3:28])(OC)(=O)=O. Product: [Br:1][C:2]1[C:3]([F:15])=[C:4]([N+:12]([O-:14])=[O:13])[C:5]([O:27][CH3:28])=[C:6]([CH:10]=1)[C:7]([O:9][CH3:16])=[O:8]. The catalyst class is: 10.